Predict the reactants needed to synthesize the given product. From a dataset of Full USPTO retrosynthesis dataset with 1.9M reactions from patents (1976-2016). (1) Given the product [Cl:1][C:2]1[N:7]=[CH:6][C:5]([CH2:8][N:9]([CH2:19][CH:20]=[C:21]([Cl:23])[Cl:22])[C:10]2[CH2:14][O:13][C:12](=[O:15])[CH:11]=2)=[CH:4][CH:3]=1, predict the reactants needed to synthesize it. The reactants are: [Cl:1][C:2]1[N:7]=[CH:6][C:5]([CH2:8][NH:9][C:10]2[CH2:14][O:13][C:12](=[O:15])[CH:11]=2)=[CH:4][CH:3]=1.[H-].[Na+].Br[CH2:19][CH:20]=[C:21]([Cl:23])[Cl:22].CO. (2) The reactants are: [S:1]1[C:5]2[CH:6]=[CH:7][CH:8]=[CH:9][C:4]=2[C:3]([NH:10][CH2:11][CH2:12][CH2:13][N:14]([CH2:30][C:31]2[CH:36]=[CH:35][C:34]([C:37]3[CH:42]=[CH:41][C:40]([O:43][CH3:44])=[CH:39][CH:38]=3)=[CH:33][CH:32]=2)[C:15](=[O:29])[CH2:16][CH:17]2[CH2:21][CH2:20][CH2:19][N:18]2C(OC(C)(C)C)=O)=[N:2]1.FC(F)(F)C(O)=O. Given the product [S:1]1[C:5]2[CH:6]=[CH:7][CH:8]=[CH:9][C:4]=2[C:3]([NH:10][CH2:11][CH2:12][CH2:13][N:14]([CH2:30][C:31]2[CH:32]=[CH:33][C:34]([C:37]3[CH:42]=[CH:41][C:40]([O:43][CH3:44])=[CH:39][CH:38]=3)=[CH:35][CH:36]=2)[C:15](=[O:29])[CH2:16][CH:17]2[CH2:21][CH2:20][CH2:19][NH:18]2)=[N:2]1, predict the reactants needed to synthesize it. (3) Given the product [Cl:1][C:2]1[CH:3]=[C:4]([O:24][CH3:25])[C:5]([O:22][CH3:23])=[C:6]([CH:8]([NH:10][C:11]2[CH:16]=[C:15]([N:31]3[CH2:32][CH2:33][CH:28]([N:27]([CH3:34])[CH3:26])[CH2:29][CH2:30]3)[CH:14]=[CH:13][C:12]=2[S:18]([CH3:21])(=[O:20])=[O:19])[CH3:9])[CH:7]=1, predict the reactants needed to synthesize it. The reactants are: [Cl:1][C:2]1[CH:3]=[C:4]([O:24][CH3:25])[C:5]([O:22][CH3:23])=[C:6]([CH:8]([NH:10][C:11]2[CH:16]=[C:15](F)[CH:14]=[CH:13][C:12]=2[S:18]([CH3:21])(=[O:20])=[O:19])[CH3:9])[CH:7]=1.[CH3:26][N:27]([CH3:34])[CH:28]1[CH2:33][CH2:32][NH:31][CH2:30][CH2:29]1.C(N(CC)C(C)C)(C)C. (4) Given the product [O:38]1[C:42]2[CH:43]=[CH:44][CH:45]=[CH:46][C:41]=2[CH:40]=[C:39]1[CH:47]([OH:51])[CH2:48][N:49]([CH2:8][C:9]1[S:37][C:12]2[N:13]([CH2:29][CH:30]3[CH2:34][O:33][C:32]([CH3:35])([CH3:36])[O:31]3)[CH:14]=[C:15]([C:18]([NH:20][CH2:21][C:22]3[CH:23]=[CH:24][C:25]([Cl:28])=[CH:26][CH:27]=3)=[O:19])[C:16](=[O:17])[C:11]=2[CH:10]=1)[CH3:50], predict the reactants needed to synthesize it. The reactants are: C(=O)([O-])[O-].[Cs+].[Cs+].Cl[CH2:8][C:9]1[S:37][C:12]2[N:13]([CH2:29][CH:30]3[CH2:34][O:33][C:32]([CH3:36])([CH3:35])[O:31]3)[CH:14]=[C:15]([C:18]([NH:20][CH2:21][C:22]3[CH:27]=[CH:26][C:25]([Cl:28])=[CH:24][CH:23]=3)=[O:19])[C:16](=[O:17])[C:11]=2[CH:10]=1.[O:38]1[C:42]2[CH:43]=[CH:44][CH:45]=[CH:46][C:41]=2[CH:40]=[C:39]1[CH:47]([OH:51])[CH2:48][NH:49][CH3:50]. (5) Given the product [O:13]=[C:12]1[N:7]2[C:8]([CH:2]([NH:1][C:26]([C:21]3[CH:22]=[CH:23][CH:24]=[CH:25][N:20]=3)=[O:27])[CH2:3][O:4][CH2:5][CH2:6]2)=[N:9][C:10]([C:14]2[CH:19]=[CH:18][N:17]=[CH:16][CH:15]=2)=[CH:11]1, predict the reactants needed to synthesize it. The reactants are: [NH2:1][CH:2]1[C:8]2=[N:9][C:10]([C:14]3[CH:19]=[CH:18][N:17]=[CH:16][CH:15]=3)=[CH:11][C:12](=[O:13])[N:7]2[CH2:6][CH2:5][O:4][CH2:3]1.[N:20]1[CH:25]=[CH:24][CH:23]=[CH:22][C:21]=1[C:26](O)=[O:27].C(OC(N1CCC2C(=CC(C(O)=O)=CC=2)C1)=O)(C)(C)C. (6) Given the product [CH:1]1[C:13]2[N:12]([CH:14]3[C:23]4[C:18](=[CH:19][CH:20]=[CH:21][CH:22]=4)[N:17]([C:24](=[O:35])[C:25]4[CH:30]=[CH:29][C:28]([O:31][CH3:32])=[C:27]([O:33][CH3:34])[CH:26]=4)[CH:16]([CH2:36][CH2:37][CH2:38][CH2:39][C:40]([N:49]([CH2:43][CH2:44][CH2:45][CH2:46][CH2:47][CH3:48])[CH3:50])=[O:42])[CH2:15]3)[C:11]3[C:6](=[CH:7][CH:8]=[CH:9][CH:10]=3)[C:5]=2[CH:4]=[CH:3][CH:2]=1, predict the reactants needed to synthesize it. The reactants are: [CH:1]1[C:13]2[N:12]([CH:14]3[C:23]4[C:18](=[CH:19][CH:20]=[CH:21][CH:22]=4)[N:17]([C:24](=[O:35])[C:25]4[CH:30]=[CH:29][C:28]([O:31][CH3:32])=[C:27]([O:33][CH3:34])[CH:26]=4)[CH:16]([CH2:36][CH2:37][CH2:38][CH2:39][C:40]([OH:42])=O)[CH2:15]3)[C:11]3[C:6](=[CH:7][CH:8]=[CH:9][CH:10]=3)[C:5]=2[CH:4]=[CH:3][CH:2]=1.[CH2:43]([NH:49][CH3:50])[CH2:44][CH2:45][CH2:46][CH2:47][CH3:48]. (7) The reactants are: [NH:1]1[CH:5]=[CH:4][C:3]([C:6]2[C:15]3[C:10](=[CH:11][CH:12]=[CH:13][CH:14]=3)[N:9]=[CH:8][CH:7]=2)=[N:2]1.[CH3:16][O:17][C:18]1[CH:23]=[CH:22][C:21]([O:24][CH3:25])=[CH:20][C:19]=1[S:26](Cl)(=[O:28])=[O:27]. Given the product [CH3:16][O:17][C:18]1[CH:23]=[CH:22][C:21]([O:24][CH3:25])=[CH:20][C:19]=1[S:26]([N:1]1[CH:5]=[CH:4][C:3]([C:6]2[C:15]3[C:10](=[CH:11][CH:12]=[CH:13][CH:14]=3)[N:9]=[CH:8][CH:7]=2)=[N:2]1)(=[O:27])=[O:28], predict the reactants needed to synthesize it. (8) Given the product [Cl:1][C:2]1[CH:3]=[CH:4][C:5]([O:14][CH:15]2[CH2:17][CH2:16]2)=[C:6]([C:8]2[C:12]([NH:13][C:27]([C:20]3[CH:19]=[N:18][N:22]4[CH:23]=[CH:24][CH:25]=[N:26][C:21]=34)=[O:28])=[CH:11][NH:10][N:9]=2)[CH:7]=1, predict the reactants needed to synthesize it. The reactants are: [Cl:1][C:2]1[CH:3]=[CH:4][C:5]([O:14][CH:15]2[CH2:17][CH2:16]2)=[C:6]([C:8]2[C:12]([NH2:13])=[CH:11][NH:10][N:9]=2)[CH:7]=1.[N:18]1[N:22]2[CH:23]=[CH:24][CH:25]=[N:26][C:21]2=[C:20]([C:27](Cl)=[O:28])[CH:19]=1.CCN(C(C)C)C(C)C. (9) Given the product [C:31]([OH:36])(=[O:35])[C:32]([OH:34])=[O:33].[Cl:2][C:3]1[CH:8]=[CH:7][CH:6]=[CH:5][C:4]=1[CH2:9][CH2:10][NH:11][CH2:12][CH2:13][CH2:14][CH2:15][C:16]([C:18]1[CH:19]=[C:20]2[C:25]3=[C:26]([CH2:28][C:29](=[O:30])[N:24]3[CH2:23][CH2:22][CH2:21]2)[CH:27]=1)=[O:17], predict the reactants needed to synthesize it. The reactants are: Cl.[Cl:2][C:3]1[CH:8]=[CH:7][CH:6]=[CH:5][C:4]=1[CH2:9][CH2:10][NH:11][CH2:12][CH2:13][CH2:14][CH2:15][C:16]([C:18]1[CH:19]=[C:20]2[C:25]3=[C:26]([CH2:28][C:29](=[O:30])[N:24]3[CH2:23][CH2:22][CH2:21]2)[CH:27]=1)=[O:17].[C:31]([OH:36])(=[O:35])[C:32]([OH:34])=[O:33]. (10) The reactants are: Cl[C:2]1[N:7]=[C:6]([Cl:8])[N:5]=[C:4]([O:9][CH3:10])[N:3]=1.O1CCCC1.[CH:16]([S:19]([C:22]1[CH:28]=[CH:27][CH:26]=[CH:25][C:23]=1[NH2:24])(=[O:21])=[O:20])([CH3:18])[CH3:17].C(N(C(C)C)C(C)C)C. Given the product [Cl:8][C:6]1[N:5]=[C:4]([O:9][CH3:10])[N:3]=[C:2]([NH:24][C:23]2[CH:25]=[CH:26][CH:27]=[CH:28][C:22]=2[S:19]([CH:16]([CH3:18])[CH3:17])(=[O:21])=[O:20])[N:7]=1, predict the reactants needed to synthesize it.